This data is from Full USPTO retrosynthesis dataset with 1.9M reactions from patents (1976-2016). The task is: Predict the reactants needed to synthesize the given product. Given the product [C:9]([C:8]1[CH:11]=[CH:12][C:5]([C:3]2[N:15]=[C:14]([NH:21][C@@H:20]([CH2:22][C:23]3[CH:24]=[CH:25][C:26]([OH:29])=[CH:27][CH:28]=3)[C:19]([O:18][CH3:17])=[O:30])[S:13][CH:2]=2)=[CH:6][CH:7]=1)#[N:10], predict the reactants needed to synthesize it. The reactants are: Br[CH2:2][C:3]([C:5]1[CH:12]=[CH:11][C:8]([C:9]#[N:10])=[CH:7][CH:6]=1)=O.[S-:13][C:14]#[N:15].[Na+].[CH3:17][O:18][C:19](=[O:30])[C@H:20]([CH2:22][C:23]1[CH:28]=[CH:27][C:26]([OH:29])=[CH:25][CH:24]=1)[NH2:21].